From a dataset of Reaction yield outcomes from USPTO patents with 853,638 reactions. Predict the reaction yield, written as a fraction of the theoretical maximum amount of product (1.0 means a 100% yield; for example, 0.34 means a 34% yield). (1) The reactants are [C:1]1(=[O:15])[C:10]2[C:5]3=[C:6]([CH2:11][CH2:12][CH2:13][N:4]3[C:3](=[O:14])[NH:2]1)[CH:7]=[CH:8][CH:9]=2.[CH2:16](Br)[CH:17]=[CH2:18]. No catalyst specified. The product is [CH2:18]([N:2]1[C:1](=[O:15])[C:10]2[C:5]3=[C:6]([CH2:11][CH2:12][CH2:13][N:4]3[C:3]1=[O:14])[CH:7]=[CH:8][CH:9]=2)[CH:17]=[CH2:16]. The yield is 0.890. (2) The product is [Cl:1][C:2]1[C:7]([O:8][CH3:9])=[C:6]([O:10][CH3:11])[CH:5]=[CH:4][C:3]=1[C:12]([N:14]([CH2:20][CH:21]1[N:25]([CH3:26])[C:24]([CH3:27])=[CH:23][N:22]1[CH2:31][C:30]1[CH:33]=[CH:34][CH:35]=[CH:36][C:29]=1[OH:28])[CH2:15][CH2:16][CH:17]([CH3:19])[CH3:18])=[O:13]. The yield is 0.720. The reactants are [Cl:1][C:2]1[C:7]([O:8][CH3:9])=[C:6]([O:10][CH3:11])[CH:5]=[CH:4][C:3]=1[C:12]([N:14]([CH2:20][C:21]1[N:25]([CH3:26])[C:24]([CH3:27])=[CH:23][N:22]=1)[CH2:15][CH2:16][CH:17]([CH3:19])[CH3:18])=[O:13].[OH:28][C:29]1[CH:36]=[CH:35][CH:34]=[CH:33][C:30]=1[CH2:31]O.O.C1(C)C=CC(S(O)(=O)=O)=CC=1. The catalyst is C1(C)C=CC=CC=1.